From a dataset of Full USPTO retrosynthesis dataset with 1.9M reactions from patents (1976-2016). Predict the reactants needed to synthesize the given product. (1) The reactants are: Cl.C(OC([NH:9][C@H:10]([CH2:26][C:27]1[CH:32]=[C:31]([F:33])[C:30]([F:34])=[CH:29][C:28]=1[F:35])[CH2:11][C:12]([N:14]1[CH2:23][CH2:22][C:21]2[C:16](=[N:17][CH:18]=[CH:19][N:20]=2)[CH:15]1[CH2:24][CH3:25])=[O:13])=O)(C)(C)C.C(=O)(O)[O-].[Na+]. Given the product [NH2:9][C@H:10]([CH2:26][C:27]1[CH:32]=[C:31]([F:33])[C:30]([F:34])=[CH:29][C:28]=1[F:35])[CH2:11][C:12]([N:14]1[CH2:23][CH2:22][C:21]2[C:16](=[N:17][CH:18]=[CH:19][N:20]=2)[CH:15]1[CH2:24][CH3:25])=[O:13], predict the reactants needed to synthesize it. (2) Given the product [CH3:1][N:2]1[CH2:3][CH2:4][CH:5]([C:8]2[CH:9]=[CH:10][C:11]([C:14]3[CH:19]=[C:18]([O:20][C:21]4[CH:26]=[CH:25][C:24]([NH2:27])=[N:23][CH:22]=4)[CH:17]=[CH:16][N:15]=3)=[CH:12][CH:13]=2)[CH2:6][CH2:7]1, predict the reactants needed to synthesize it. The reactants are: [CH3:1][N:2]1[CH2:7][CH2:6][CH:5]([C:8]2[CH:13]=[CH:12][C:11]([C:14]3[CH:19]=[C:18]([O:20][C:21]4[CH:22]=[N:23][C:24]([N+:27]([O-])=O)=[CH:25][CH:26]=4)[CH:17]=[CH:16][N:15]=3)=[CH:10][CH:9]=2)[CH2:4][CH2:3]1.[Sn](Cl)Cl. (3) Given the product [Br:29][C:30]1[CH:31]=[C:32]([CH2:38][NH:39][C:23](=[O:25])[CH2:22][C:21]([NH:20][CH2:19][C:10]2[C:11]([NH:12][CH:13]3[CH2:18][CH2:17][O:16][CH2:15][CH2:14]3)=[C:6]3[CH:5]=[N:4][N:3]([CH2:1][CH3:2])[C:7]3=[N:8][C:9]=2[CH2:27][CH3:28])=[O:26])[CH:33]=[CH:34][C:35]=1[O:36][CH3:37], predict the reactants needed to synthesize it. The reactants are: [CH2:1]([N:3]1[C:7]2=[N:8][C:9]([CH2:27][CH3:28])=[C:10]([CH2:19][NH:20][C:21](=[O:26])[CH2:22][C:23]([OH:25])=O)[C:11]([NH:12][CH:13]3[CH2:18][CH2:17][O:16][CH2:15][CH2:14]3)=[C:6]2[CH:5]=[N:4]1)[CH3:2].[Br:29][C:30]1[CH:31]=[C:32]([CH2:38][NH2:39])[CH:33]=[CH:34][C:35]=1[O:36][CH3:37].CN(C(ON1N=NC2C=CC=NC1=2)=[N+](C)C)C.F[P-](F)(F)(F)(F)F.C(N(CC)CC)C. (4) The reactants are: [Sn](Cl)(Cl)(Cl)Cl.[F:6][C:7]1[CH:12]=[CH:11][C:10]([NH:13][NH2:14])=[CH:9][C:8]=1[C:15]#[N:16].[F:17][C:18]([F:26])([F:25])[C:19](=O)[CH2:20][C:21](=O)[CH3:22]. Given the product [F:6][C:7]1[CH:12]=[CH:11][C:10]([N:13]2[C:21]([CH3:22])=[CH:20][C:19]([C:18]([F:26])([F:25])[F:17])=[N:14]2)=[CH:9][C:8]=1[C:15]#[N:16], predict the reactants needed to synthesize it. (5) Given the product [C:1]1([C@@:7]23[O:22][CH2:21][O:20][C@@H:8]2[CH2:9][NH:10][CH2:11][CH2:12]3)[CH:2]=[CH:3][CH:4]=[CH:5][CH:6]=1, predict the reactants needed to synthesize it. The reactants are: [C:1]1([C@@:7]23[O:22][CH2:21][O:20][C@@H:8]2[CH2:9][N:10](C(OC(C)(C)C)=O)[CH2:11][CH2:12]3)[CH:6]=[CH:5][CH:4]=[CH:3][CH:2]=1.FC(F)(F)C(O)=O. (6) Given the product [CH2:15]([O:14][C:12]1[C:11]([C:17]([F:19])([F:20])[F:18])=[CH:10][C:9]2[NH:21][C:22](=[O:41])[CH2:23][C:24]([C:26]3[CH:31]=[CH:30][CH:29]=[C:28]([C:32]4[CH:33]=[N:34][C:35]([CH2:39][CH3:40])=[CH:36][C:37]=4[CH3:38])[CH:27]=3)=[N:7][C:8]=2[CH:13]=1)[CH3:16], predict the reactants needed to synthesize it. The reactants are: C(OC(=O)[NH:7][C:8]1[CH:13]=[C:12]([O:14][CH2:15][CH3:16])[C:11]([C:17]([F:20])([F:19])[F:18])=[CH:10][C:9]=1[NH:21][C:22](=[O:41])[CH2:23][C:24]([C:26]1[CH:31]=[CH:30][CH:29]=[C:28]([C:32]2[CH:33]=[N:34][C:35]([CH2:39][CH3:40])=[CH:36][C:37]=2[CH3:38])[CH:27]=1)=O)(C)(C)C.C(O)(C(F)(F)F)=O. (7) Given the product [CH3:35][S:36]([O:23][CH2:22][C@H:19]1[CH2:20][CH2:21][C@H:16]([O:15][C@@H:13]([C:5]2[CH:4]=[C:3]([C:2]([F:1])([F:33])[F:34])[CH:8]=[C:7]([C:9]([F:10])([F:11])[F:12])[CH:6]=2)[CH3:14])[C@@H:17]([C:26]2[CH:27]=[CH:28][C:29]([F:32])=[CH:30][CH:31]=2)[C@@H:18]1[CH2:24][O:25][S:36]([CH3:35])(=[O:38])=[O:37])(=[O:38])=[O:37], predict the reactants needed to synthesize it. The reactants are: [F:1][C:2]([F:34])([F:33])[C:3]1[CH:4]=[C:5]([C@H:13]([O:15][C@H:16]2[CH2:21][CH2:20][C@H:19]([CH2:22][OH:23])[C@@H:18]([CH2:24][OH:25])[C@@H:17]2[C:26]2[CH:31]=[CH:30][C:29]([F:32])=[CH:28][CH:27]=2)[CH3:14])[CH:6]=[C:7]([C:9]([F:12])([F:11])[F:10])[CH:8]=1.[CH3:35][S:36](Cl)(=[O:38])=[O:37]. (8) Given the product [NH2:14][C:15]1[N:10]([C:7]2[CH:6]=[CH:5][C:4]([N+:1]([O-:3])=[O:2])=[CH:9][CH:8]=2)[N:11]=[CH:17][CH:16]=1, predict the reactants needed to synthesize it. The reactants are: [N+:1]([C:4]1[CH:9]=[CH:8][C:7]([NH:10][NH2:11])=[CH:6][CH:5]=1)([O-:3])=[O:2].Cl.C[N:14](C)[CH:15]=[CH:16][C:17]#N.N.